From a dataset of Reaction yield outcomes from USPTO patents with 853,638 reactions. Predict the reaction yield, written as a fraction of the theoretical maximum amount of product (1.0 means a 100% yield; for example, 0.34 means a 34% yield). (1) The reactants are [F:1][C:2]1[CH:7]=[CH:6][C:5]([NH:8][C:9]([C:11]2([C:14]([NH:16][C:17]3[CH:22]=[CH:21][C:20]([O:23]CC4C=CC=CC=4)=[CH:19][CH:18]=3)=[O:15])[CH2:13][CH2:12]2)=[O:10])=[CH:4][CH:3]=1.C1CC=CCC=1. The catalyst is CCO.[Pd]. The product is [OH:23][C:20]1[CH:21]=[CH:22][C:17]([NH:16][C:14]([C:11]2([C:9]([NH:8][C:5]3[CH:4]=[CH:3][C:2]([F:1])=[CH:7][CH:6]=3)=[O:10])[CH2:13][CH2:12]2)=[O:15])=[CH:18][CH:19]=1. The yield is 0.950. (2) The reactants are [C:1]([C:5]1[N:9]=[C:8]([NH2:10])[NH:7][N:6]=1)([CH3:4])([CH3:3])[CH3:2].[Br:11][CH:12]([CH:15]=O)[CH:13]=O. The catalyst is C(O)(=O)C. The product is [Br:11][C:12]1[CH:13]=[N:10][C:8]2[N:7]([N:6]=[C:5]([C:1]([CH3:4])([CH3:3])[CH3:2])[N:9]=2)[CH:15]=1. The yield is 0.830.